This data is from Reaction yield outcomes from USPTO patents with 853,638 reactions. The task is: Predict the reaction yield, written as a fraction of the theoretical maximum amount of product (1.0 means a 100% yield; for example, 0.34 means a 34% yield). (1) The reactants are [O:1]1[C:5]2[CH:6]=[CH:7][CH:8]=[CH:9][C:4]=2[C:3]([C:10](OCC)=[O:11])=[N:2]1.[H-].[Al+3].[Li+].[H-].[H-].[H-].CO. The catalyst is O1CCCC1. The product is [O:1]1[C:5]2[CH:6]=[CH:7][CH:8]=[CH:9][C:4]=2[C:3]([CH2:10][OH:11])=[N:2]1. The yield is 0.390. (2) The reactants are CO[C:3]1[CH:4]=[C:5]([CH:22]=[C:23](OC)[C:24]=1[O:25][CH3:26])[NH:6][C:7]1[C:16]2[CH:15]=[C:14]3[N:17]=[CH:18][N:19]=[C:13]3[CH2:12][C:11]=2[N:10]=[CH:9][C:8]=1[C:20]#[N:21].N[C:30]1[CH:31]=[C:32]2C(=[CH:38][C:39]=1N)N=CC(C#N)=C2N[C:30]1[CH:39]=[CH:38]C(O[C:30]2[CH:39]=[CH:38]C=[CH:32][CH:31]=2)=[CH:32][CH:31]=1.[C:57](OC(OCC)OCC)(=[O:59])C. No catalyst specified. The yield is 0.313. The product is [C:20]([C:8]1[CH:9]=[N:10][C:11]2[CH2:12][C:13]3[C:14]([N:17]=[CH:18][N:19]=3)=[CH:15][C:16]=2[C:7]=1[N:6]([C:5]1[CH:4]=[CH:3][C:24]([O:25][C:26]2[CH:32]=[CH:31][CH:30]=[CH:39][CH:38]=2)=[CH:23][CH:22]=1)[CH:57]=[O:59])#[N:21]. (3) The catalyst is C(Cl)Cl. The yield is 0.530. The reactants are [C:1]1([CH2:7][CH2:8][CH2:9][O:10][CH2:11][C@@H:12]2[CH2:16][CH2:15][N:14](C(OC(C)(C)C)=O)[CH2:13]2)[CH:6]=[CH:5][CH:4]=[CH:3][CH:2]=1.C(O)(C(F)(F)F)=O.O. The product is [C:1]1([CH2:7][CH2:8][CH2:9][O:10][CH2:11][C@@H:12]2[CH2:16][CH2:15][NH:14][CH2:13]2)[CH:2]=[CH:3][CH:4]=[CH:5][CH:6]=1. (4) The reactants are [Cl:1][C:2]1[CH:10]=[C:9]([C:11]2[CH:16]=[CH:15][CH:14]=[CH:13][C:12]=2[CH3:17])[C:5]([C:6](O)=[O:7])=[CH:4][N:3]=1.S(Cl)(Cl)=O.[OH-].[NH4+:23].O. The catalyst is C1COCC1.CN(C=O)C. The product is [Cl:1][C:2]1[CH:10]=[C:9]([C:11]2[CH:16]=[CH:15][CH:14]=[CH:13][C:12]=2[CH3:17])[C:5]([C:6]([NH2:23])=[O:7])=[CH:4][N:3]=1. The yield is 0.980. (5) The reactants are [Cl:1][C:2]1[CH:11]=[C:10]2[C:5]([N:6]=[CH:7][C:8]([C:12]#[C:13][C:14]3[N:18]=[C:17]([N:19]4[CH2:23][CH2:22][CH2:21][CH2:20]4)[N:16]([CH2:24][C:25]4[CH:30]=[CH:29][C:28]([O:31][CH3:32])=[CH:27][CH:26]=4)[N:15]=3)=[N:9]2)=[CH:4][CH:3]=1. The catalyst is C(OCC)(=O)C.C(O)(=O)C.[Pd]. The product is [Cl:1][C:2]1[CH:11]=[C:10]2[C:5]([N:6]=[CH:7][C:8]([CH2:12][CH2:13][C:14]3[N:18]=[C:17]([N:19]4[CH2:20][CH2:21][CH2:22][CH2:23]4)[N:16]([CH2:24][C:25]4[CH:26]=[CH:27][C:28]([O:31][CH3:32])=[CH:29][CH:30]=4)[N:15]=3)=[N:9]2)=[CH:4][CH:3]=1. The yield is 0.511.